From a dataset of Reaction yield outcomes from USPTO patents with 853,638 reactions. Predict the reaction yield, written as a fraction of the theoretical maximum amount of product (1.0 means a 100% yield; for example, 0.34 means a 34% yield). (1) The reactants are CN(C)C=O.[Cl:6][C:7]1[CH:8]=[C:9]([C:14]2[N:18]([CH3:19])[N:17]=[C:16]([C:20](=O)[CH3:21])[C:15]=2[OH:23])[CH:10]=[CH:11][C:12]=1[Cl:13].[NH:24]([C:26]([NH:28][C:29]1[CH:38]=[CH:37][C:32]([C:33]([O:35][CH3:36])=[O:34])=[C:31]([N+:39]([O-:41])=[O:40])[CH:30]=1)=[S:27])[NH2:25]. The catalyst is Cl.O. The product is [Cl:6][C:7]1[CH:8]=[C:9]([C:14]2[N:18]([CH3:19])[N:17]=[C:16]([C:20](=[N:25][NH:24][C:26]([NH:28][C:29]3[CH:38]=[CH:37][C:32]([C:33]([O:35][CH3:36])=[O:34])=[C:31]([N+:39]([O-:41])=[O:40])[CH:30]=3)=[S:27])[CH3:21])[C:15]=2[OH:23])[CH:10]=[CH:11][C:12]=1[Cl:13]. The yield is 0.920. (2) The reactants are [H-].[Na+].CO[C:5](=[O:16])[CH2:6][CH2:7][C:8]1[CH:13]=[CH:12][N:11]=[C:10]([O:14][CH3:15])[CH:9]=1.C(OC)=O.[NH2:21][C:22]([NH2:24])=[S:23].[CH2:25](N(CC)CC)C. The catalyst is COCCOC. The product is [CH3:15][O:14][C:10]1[CH:9]=[C:8]([CH2:7][C:6]2[C:5](=[O:16])[NH:21][C:22](=[S:23])[NH:24][CH:25]=2)[CH:13]=[CH:12][N:11]=1. The yield is 0.587. (3) The reactants are [Cl:1][C:2]1[N:7]=[CH:6][C:5]([C:8](Cl)=[O:9])=[CH:4][CH:3]=1.[NH2:11][C:12]1[CH:13]=[C:14]([NH:19][C:20](=[O:37])[C:21]2[CH:26]=[C:25]([C:27]([F:30])([F:29])[F:28])[CH:24]=[C:23]([N:31]3[CH2:36][CH2:35][O:34][CH2:33][CH2:32]3)[CH:22]=2)[CH:15]=[CH:16][C:17]=1[CH3:18]. No catalyst specified. The product is [Cl:1][C:2]1[N:7]=[CH:6][C:5]([C:8]([NH:11][C:12]2[CH:13]=[C:14]([NH:19][C:20](=[O:37])[C:21]3[CH:26]=[C:25]([C:27]([F:28])([F:29])[F:30])[CH:24]=[C:23]([N:31]4[CH2:32][CH2:33][O:34][CH2:35][CH2:36]4)[CH:22]=3)[CH:15]=[CH:16][C:17]=2[CH3:18])=[O:9])=[CH:4][CH:3]=1. The yield is 0.630. (4) The reactants are [F:1][C:2]([F:23])([F:22])[CH2:3][N:4]1[C:9](=[O:10])[C:8](Cl)=[C:7]([C:12]2[CH:17]=[CH:16][C:15]([S:18]([CH3:21])(=[O:20])=[O:19])=[CH:14][CH:13]=2)[CH:6]=[N:5]1.[N-:24]=[N+:25]=[N-:26].[Na+]. The catalyst is CN(C=O)C.C(OCC)(=O)C. The product is [F:1][C:2]([F:23])([F:22])[CH2:3][N:4]1[C:9](=[O:10])[C:8]([N:24]=[N+:25]=[N-:26])=[C:7]([C:12]2[CH:17]=[CH:16][C:15]([S:18]([CH3:21])(=[O:20])=[O:19])=[CH:14][CH:13]=2)[CH:6]=[N:5]1. The yield is 0.950. (5) The reactants are [CH2:1]([O:3]C=C)[CH3:2].[Li]C(C)(C)C.I[C:12]1[CH:13]=[CH:14][C:15]([NH2:22])=[C:16]([S:18]([NH2:21])(=[O:20])=[O:19])[CH:17]=1.C(N(CC(O)=O)CC(O)=O)CN(CC(O)=O)CC(O)=O.[OH-].[Na+]. The catalyst is C1COCC1.[Cl-].[Cl-].[Zn+2].C1C=CC([P]([Pd]([P](C2C=CC=CC=2)(C2C=CC=CC=2)C2C=CC=CC=2)([P](C2C=CC=CC=2)(C2C=CC=CC=2)C2C=CC=CC=2)[P](C2C=CC=CC=2)(C2C=CC=CC=2)C2C=CC=CC=2)(C2C=CC=CC=2)C2C=CC=CC=2)=CC=1.CCCCCC. The product is [C:1]([C:12]1[CH:13]=[CH:14][C:15]([NH2:22])=[C:16]([S:18]([NH2:21])(=[O:20])=[O:19])[CH:17]=1)(=[O:3])[CH3:2]. The yield is 0.740. (6) The reactants are C(OC([N:8]1[CH2:13][CH2:12][O:11][CH2:10][C@H:9]1[CH2:14][O:15][C:16]([N:18]1[CH2:23][CH2:22][N:21]([C:24]2[CH:29]=[CH:28][C:27]([F:30])=[CH:26][CH:25]=2)[CH2:20][CH2:19]1)=[O:17])=O)(C)(C)C.C(O)(C(F)(F)F)=O. The catalyst is C(Cl)Cl.CCCCCCC. The product is [F:30][C:27]1[CH:28]=[CH:29][C:24]([N:21]2[CH2:20][CH2:19][N:18]([C:16]([O:15][CH2:14][C@@H:9]3[CH2:10][O:11][CH2:12][CH2:13][NH:8]3)=[O:17])[CH2:23][CH2:22]2)=[CH:25][CH:26]=1. The yield is 0.930. (7) The reactants are [CH3:1][O:2][C:3]1[CH:8]=[C:7]([O:9][CH3:10])[CH:6]=[CH:5][C:4]=1[C:11]1[N:15]([CH2:16][CH:17]([CH3:19])[CH3:18])[CH:14]=[N:13][N:12]=1.[CH3:20][O:21]C(Cl)Cl. The catalyst is [Ti](Cl)(Cl)(Cl)Cl. The product is [CH2:16]([N:15]1[CH:14]=[N:13][N:12]=[C:11]1[C:4]1[C:3]([O:2][CH3:1])=[CH:8][C:7]([O:9][CH3:10])=[C:6]([CH:5]=1)[CH:20]=[O:21])[CH:17]([CH3:19])[CH3:18]. The yield is 0.280. (8) The reactants are Cl[C:2]1[C:11]2[C:6](=[CH:7][C:8]([O:14][CH3:15])=[C:9]([O:12][CH3:13])[CH:10]=2)[N:5]=[CH:4][CH:3]=1.[OH:16][C:17]1[C:18](I)=[N:19][C:20]([CH3:23])=[CH:21][CH:22]=1. The catalyst is CN(C)C1C=CN=CC=1.ClC1C=CC=CC=1Cl. The product is [CH3:23][C:20]1[N:19]=[CH:18][C:17]([O:16][C:2]2[C:11]3[C:6](=[CH:7][C:8]([O:14][CH3:15])=[C:9]([O:12][CH3:13])[CH:10]=3)[N:5]=[CH:4][CH:3]=2)=[CH:22][CH:21]=1. The yield is 0.610. (9) The reactants are [NH:1]1[C:5]([OH:6])=[CH:4][CH:3]=[N:2]1.N1C=CC=CC=1.[C:13](OC(=O)C)(=[O:15])[CH3:14]. No catalyst specified. The product is [OH:6][C:5]1[CH:4]=[CH:3][N:2]([C:13](=[O:15])[CH3:14])[N:1]=1. The yield is 0.880.